Dataset: Full USPTO retrosynthesis dataset with 1.9M reactions from patents (1976-2016). Task: Predict the reactants needed to synthesize the given product. (1) Given the product [C:20]1([N:7]([C:1]2[CH:2]=[CH:3][CH:4]=[CH:5][CH:6]=2)[C:8]2[C:13]([OH:14])=[C:12]([CH:18]=[O:19])[CH:11]=[CH:10][N:9]=2)[CH:25]=[CH:24][CH:23]=[CH:22][CH:21]=1, predict the reactants needed to synthesize it. The reactants are: [C:1]1([N:7]([C:20]2[CH:25]=[CH:24][CH:23]=[CH:22][CH:21]=2)[C:8]2[C:13]([O:14]COC)=[C:12]([CH:18]=[O:19])[CH:11]=[CH:10][N:9]=2)[CH:6]=[CH:5][CH:4]=[CH:3][CH:2]=1.C(O)(C(F)(F)F)=O.C(Cl)Cl.C(=O)([O-])[O-].[K+].[K+]. (2) Given the product [NH2:7][CH:8]1[CH2:13][CH2:12][CH2:11][CH:10]([C:14]#[N:15])[CH2:9]1, predict the reactants needed to synthesize it. The reactants are: C(OC(=O)[NH:7][CH:8]1[CH2:13][CH2:12][CH2:11][CH:10]([C:14]#[N:15])[CH2:9]1)(C)(C)C. (3) The reactants are: [F:1][C:2]1[CH:3]=[C:4]([CH:9]2[N:14]([C:15]([O:17]C3C=CC([N+]([O-])=O)=CC=3)=O)[C:13]([O:27][CH3:28])=[N:12][C:11]([CH2:29][CH3:30])=[C:10]2[C:31]([O:33][CH2:34][C:35]2[CH:40]=[CH:39][CH:38]=[CH:37][CH:36]=2)=[O:32])[CH:5]=[CH:6][C:7]=1[F:8]. Given the product [F:1][C:2]1[CH:3]=[C:4]([CH:9]2[N:14]([C:15]([NH:14][C@@H:9]([C:4]3[CH:5]=[CH:6][CH:7]=[CH:2][CH:3]=3)[CH3:10])=[O:17])[C:13]([O:27][CH3:28])=[N:12][C:11]([CH2:29][CH3:30])=[C:10]2[C:31]([O:33][CH2:34][C:35]2[CH:36]=[CH:37][CH:38]=[CH:39][CH:40]=2)=[O:32])[CH:5]=[CH:6][C:7]=1[F:8], predict the reactants needed to synthesize it. (4) Given the product [CH2:31]([N:28]1[CH2:29][CH2:30][CH:25]([C:23]([NH:22][C:19]2[CH:20]=[CH:21][C:16]([CH2:15][NH:14][C:7]3[C:6]4[C:11](=[C:2]([CH3:1])[CH:3]=[CH:4][CH:5]=4)[N:10]=[C:9]([Cl:12])[N:8]=3)=[CH:17][CH:18]=2)=[O:24])[CH2:26][CH2:27]1)[C:32]1[CH:37]=[CH:36][CH:35]=[CH:34][CH:33]=1, predict the reactants needed to synthesize it. The reactants are: [CH3:1][C:2]1[CH:3]=[CH:4][CH:5]=[C:6]2[C:11]=1[N:10]=[C:9]([Cl:12])[N:8]=[C:7]2Cl.[NH2:14][CH2:15][C:16]1[CH:21]=[CH:20][C:19]([NH:22][C:23]([CH:25]2[CH2:30][CH2:29][N:28]([CH2:31][C:32]3[CH:37]=[CH:36][CH:35]=[CH:34][CH:33]=3)[CH2:27][CH2:26]2)=[O:24])=[CH:18][CH:17]=1.